This data is from Full USPTO retrosynthesis dataset with 1.9M reactions from patents (1976-2016). The task is: Predict the reactants needed to synthesize the given product. (1) Given the product [Na+:3].[CH:4]1[C:13]2[C:8](=[CH:9][CH:10]=[C:11]([O:14][CH:15]([CH2:21][CH2:22][CH3:23])[C:16]([O-:18])=[O:17])[CH:12]=2)[CH:7]=[CH:6][N:5]=1, predict the reactants needed to synthesize it. The reactants are: O.[OH-].[Na+:3].[CH:4]1[C:13]2[C:8](=[CH:9][CH:10]=[C:11]([O:14][CH:15]([CH2:21][CH2:22][CH3:23])[C:16]([O:18]CC)=[O:17])[CH:12]=2)[CH:7]=[CH:6][N:5]=1. (2) Given the product [ClH:32].[NH:23]1[C:24]2[C:20](=[CH:19][CH:18]=[CH:17][C:16]=2[C:14]([NH:13][C@H:11]([C:8]2[CH:7]=[CH:6][C:5]([C:3]([O:2][CH3:1])=[O:4])=[CH:10][CH:9]=2)[CH3:12])=[O:15])[CH2:21][CH2:22]1, predict the reactants needed to synthesize it. The reactants are: [CH3:1][O:2][C:3]([C:5]1[CH:10]=[CH:9][C:8]([C@@H:11]([NH:13][C:14]([C:16]2[CH:17]=[CH:18][CH:19]=[C:20]3[C:24]=2[N:23](C(OC(C)(C)C)=O)[CH2:22][CH2:21]3)=[O:15])[CH3:12])=[CH:7][CH:6]=1)=[O:4].[ClH:32].O1CCOCC1. (3) Given the product [C:8]([C:10]1[C:15]2[N:16]=[C:17]([N:19]3[CH2:22][CH:21]([NH:23][S:54]([CH3:53])(=[O:56])=[O:55])[CH2:20]3)[O:18][C:14]=2[C:13]([N:31]2[CH2:35][CH2:34][C@H:33]([N:36]([CH3:38])[CH3:37])[CH2:32]2)=[C:12]([C:39]2[CH:44]=[CH:43][CH:42]=[CH:41][CH:40]=2)[C:11]=1[CH3:45])#[N:9], predict the reactants needed to synthesize it. The reactants are: FC(F)(F)C(O)=O.[C:8]([C:10]1[C:15]2[N:16]=[C:17]([N:19]3[CH2:22][CH:21]([NH:23]C(=O)OC(C)(C)C)[CH2:20]3)[O:18][C:14]=2[C:13]([N:31]2[CH2:35][CH2:34][C@H:33]([N:36]([CH3:38])[CH3:37])[CH2:32]2)=[C:12]([C:39]2[CH:44]=[CH:43][CH:42]=[CH:41][CH:40]=2)[C:11]=1[CH3:45])#[N:9].C(N(CC)CC)C.[CH3:53][S:54](Cl)(=[O:56])=[O:55]. (4) Given the product [OH:30][C@H:27]1[CH2:26][CH2:25][C@H:24]([NH:23][C:12]2[N:11]=[C:10]([NH:9][C:7]3[S:8][C:4]4[CH:3]=[C:2]([N:1]5[C:45](=[O:47])[CH2:44][NH:42][C:43]5=[O:50])[CH:32]=[CH:31][C:5]=4[N:6]=3)[CH:15]=[C:14]([CH2:16][C:17]3[CH:18]=[CH:19][CH:20]=[CH:21][CH:22]=3)[N:13]=2)[CH2:29][CH2:28]1, predict the reactants needed to synthesize it. The reactants are: [NH2:1][C:2]1[CH:32]=[CH:31][C:5]2[N:6]=[C:7]([NH:9][C:10]3[CH:15]=[C:14]([CH2:16][C:17]4[CH:22]=[CH:21][CH:20]=[CH:19][CH:18]=4)[N:13]=[C:12]([NH:23][C@H:24]4[CH2:29][CH2:28][C@H:27]([OH:30])[CH2:26][CH2:25]4)[N:11]=3)[S:8][C:4]=2[CH:3]=1.C(N(C(C)C)C(C)C)C.[N+:42]([CH2:44][C:45]([O:47]CC)=O)#[C-:43].[O:50]1CCCC1.